This data is from Forward reaction prediction with 1.9M reactions from USPTO patents (1976-2016). The task is: Predict the product of the given reaction. (1) The product is: [C:1]([C:3]1[CH:14]=[CH:13][C:6]([O:7][CH2:8][C:9]([NH:16][NH2:17])=[O:10])=[CH:5][CH:4]=1)#[N:2]. Given the reactants [C:1]([C:3]1[CH:14]=[CH:13][C:6]([O:7][CH2:8][C:9](OC)=[O:10])=[CH:5][CH:4]=1)#[N:2].O.[NH2:16][NH2:17], predict the reaction product. (2) Given the reactants C1(P(C2C=CC=CC=2)C2C=CC=CC=2)C=CC=CC=1.N(C(OCC)=O)=NC(OCC)=O.[Cl:32][C:33]1[CH:38]=[CH:37][CH:36]=[C:35]([N+:39]([O-:41])=[O:40])[C:34]=1[OH:42].[CH2:43]([O:50][C:51](=[O:63])[C@@H:52]([NH:55][C:56]([O:58][C:59]([CH3:62])([CH3:61])[CH3:60])=[O:57])[CH2:53]O)[C:44]1[CH:49]=[CH:48][CH:47]=[CH:46][CH:45]=1, predict the reaction product. The product is: [CH2:43]([O:50][C:51](=[O:63])[C@@H:52]([NH:55][C:56]([O:58][C:59]([CH3:62])([CH3:61])[CH3:60])=[O:57])[CH2:53][O:42][C:34]1[C:35]([N+:39]([O-:41])=[O:40])=[CH:36][CH:37]=[CH:38][C:33]=1[Cl:32])[C:44]1[CH:45]=[CH:46][CH:47]=[CH:48][CH:49]=1. (3) Given the reactants [NH:1]1[CH:5]=[CH:4][N:3]=[C:2]1[C:6]([NH:8][C@@H:9]([CH3:13])[C:10]([OH:12])=O)=[O:7].[C:14]([O:18][C:19](=[O:27])[CH2:20][CH:21]([NH2:26])[CH:22]([OH:25])[CH2:23][F:24])([CH3:17])([CH3:16])[CH3:15].C(N(C(C)C)CC)(C)C.C1C=CC2N(O)N=NC=2C=1.CCN=C=NCCCN(C)C.Cl, predict the reaction product. The product is: [C:14]([O:18][C:19](=[O:27])[CH2:20][CH:21]([NH:26][C:10](=[O:12])[CH:9]([NH:8][C:6]([C:2]1[NH:1][CH:5]=[CH:4][N:3]=1)=[O:7])[CH3:13])[CH:22]([OH:25])[CH2:23][F:24])([CH3:17])([CH3:15])[CH3:16]. (4) Given the reactants [H-].[Na+].[CH:3]12[CH2:9][CH:6]([CH2:7][CH2:8]1)[CH2:5][CH:4]2[C:10]1([CH3:17])[C:14](=[O:15])[NH:13][N:12]=[C:11]1[CH3:16].Br[CH2:19][C:20]([C:22]1[CH:26]=[CH:25][S:24][CH:23]=1)=[O:21], predict the reaction product. The product is: [C@H:3]12[CH2:9][C@H:6]([CH2:7][CH2:8]1)[CH2:5][C@H:4]2[C:10]1([CH3:17])[C:14](=[O:15])[N:13]([CH2:19][C:20](=[O:21])[C:22]2[CH:26]=[CH:25][S:24][CH:23]=2)[N:12]=[C:11]1[CH3:16]. (5) The product is: [CH3:23][S:4][C:3]([N:5]1[CH2:9][CH2:8][CH2:7][CH:6]1[C:10]1[CH:14]=[C:13]([C:15]2[CH:20]=[CH:19][CH:18]=[C:17]([C:21]#[N:22])[CH:16]=2)[O:12][N:11]=1)=[N:2][CH3:1]. Given the reactants [CH3:1][NH:2][C:3]([N:5]1[CH2:9][CH2:8][CH2:7][CH:6]1[C:10]1[CH:14]=[C:13]([C:15]2[CH:20]=[CH:19][CH:18]=[C:17]([C:21]#[N:22])[CH:16]=2)[O:12][N:11]=1)=[S:4].[CH3:23]C(C)([O-])C.[Na+].CI.O, predict the reaction product. (6) Given the reactants [CH2:1]([O:3][C:4]1[CH:9]=[C:8]([CH2:10][OH:11])[CH:7]=[CH:6][C:5]=1[C:12]1[CH:17]=[CH:16][C:15]([C:18]([F:21])([F:20])[F:19])=[CH:14][CH:13]=1)[CH3:2], predict the reaction product. The product is: [CH2:1]([O:3][C:4]1[CH:9]=[C:8]([CH:10]=[O:11])[CH:7]=[CH:6][C:5]=1[C:12]1[CH:17]=[CH:16][C:15]([C:18]([F:19])([F:20])[F:21])=[CH:14][CH:13]=1)[CH3:2]. (7) Given the reactants [H-].[Na+].[C:3]([CH:11]1[C:20](=[O:21])[C:19]2[C:14](=[CH:15][CH:16]=[CH:17][CH:18]=2)[NH:13][CH2:12]1)(=[O:10])[C:4]1[CH:9]=[CH:8][CH:7]=[CH:6][CH:5]=1.[F:22][C:23]1[CH:30]=[CH:29][CH:28]=[CH:27][C:24]=1[CH2:25]Br, predict the reaction product. The product is: [C:3]([C:11]1[C:20](=[O:21])[C:19]2[C:14](=[CH:15][CH:16]=[CH:17][CH:18]=2)[N:13]([CH2:25][C:24]2[CH:27]=[CH:28][CH:29]=[CH:30][C:23]=2[F:22])[CH:12]=1)(=[O:10])[C:4]1[CH:5]=[CH:6][CH:7]=[CH:8][CH:9]=1.